Dataset: Forward reaction prediction with 1.9M reactions from USPTO patents (1976-2016). Task: Predict the product of the given reaction. (1) Given the reactants Cl[C:2]1[C:7]([CH3:8])=[C:6]([Cl:9])[N:5]=[CH:4][N:3]=1.[N:10]1[C:15]2[CH2:16][CH2:17][NH:18][C:14]=2[CH:13]=[CH:12][N:11]=1.C(=O)([O-])[O-].[Cs+].[Cs+], predict the reaction product. The product is: [Cl:9][C:6]1[N:5]=[CH:4][N:3]=[C:2]([N:18]2[C:14]3[CH:13]=[CH:12][N:11]=[N:10][C:15]=3[CH2:16][CH2:17]2)[C:7]=1[CH3:8]. (2) Given the reactants [NH2:1][C:2]1[CH:3]=[CH:4][C:5]([F:18])=[C:6]([C@:8]2([CH3:17])[C:13]([F:15])([F:14])[CH2:12][O:11][C:10]([NH2:16])=[N:9]2)[CH:7]=1.[O:19]1[CH:23]=[C:22]([C:24](O)=[O:25])[N:21]=[CH:20]1, predict the reaction product. The product is: [NH2:16][C:10]1[O:11][CH2:12][C:13]([F:14])([F:15])[C@:8]([C:6]2[CH:7]=[C:2]([NH:1][C:24]([C:22]3[N:21]=[CH:20][O:19][CH:23]=3)=[O:25])[CH:3]=[CH:4][C:5]=2[F:18])([CH3:17])[N:9]=1.